Task: Predict the reactants needed to synthesize the given product.. Dataset: Full USPTO retrosynthesis dataset with 1.9M reactions from patents (1976-2016) (1) The reactants are: [Si](OCCCCOC1C=CC(C2C=CC(C(OCC)=O)=CC=2)=CC=1[C:31]1[CH:36]=[CH:35][C:34]([N:37]2[CH2:41][CH2:40][CH2:39][CH2:38]2)=[C:33]([C:42]([F:45])([F:44])[F:43])[CH:32]=1)(C(C)(C)C)(C)C.[F-].C([N+](CCCC)(CCCC)CCCC)CCC.[OH:64][CH2:65][CH2:66][CH2:67][CH2:68][O:69][C:70]1[CH:75]=[CH:74][C:73]([C:76]2[CH:81]=[CH:80][C:79]([C:82]([O:84][CH2:85][CH3:86])=[O:83])=[CH:78][CH:77]=2)=[CH:72][C:71]=1C1C=CC(N2CCCC2)=C(C(F)(F)F)C=1. Given the product [OH:64][CH2:65][CH2:66][CH2:67][CH2:68][O:69][C:70]1[CH:75]=[CH:74][C:73]([C:76]2[CH:81]=[CH:80][C:79]([C:82]([O:84][CH2:85][CH3:86])=[O:83])=[C:78]([C:31]3[CH:36]=[CH:35][C:34]([N:37]4[CH2:41][CH2:40][CH2:39][CH2:38]4)=[C:33]([C:42]([F:43])([F:44])[F:45])[CH:32]=3)[CH:77]=2)=[CH:72][CH:71]=1, predict the reactants needed to synthesize it. (2) Given the product [O:6]1[CH:7]=[CH:8][CH:9]=[C:5]1[C:3]([C:12]1[CH:17]=[CH:16][CH:15]=[CH:14][C:13]=1[O:23][CH3:20])([C:13]1[CH:14]=[CH:15][CH:16]=[CH:17][C:12]=1[O:11][CH3:10])[OH:4], predict the reactants needed to synthesize it. The reactants are: CO[C:3]([C:5]1[O:6][CH:7]=[CH:8][CH:9]=1)=[O:4].[CH3:10][O:11][C:12]1[CH:17]=[CH:16][CH:15]=[CH:14][C:13]=1[Mg]Br.[C:20](=[O:23])(O)[O-].[Na+].Cl.